Dataset: TCR-epitope binding with 47,182 pairs between 192 epitopes and 23,139 TCRs. Task: Binary Classification. Given a T-cell receptor sequence (or CDR3 region) and an epitope sequence, predict whether binding occurs between them. (1) The epitope is IVTDFSVIK. The TCR CDR3 sequence is CASRSKTGSKQPQHF. Result: 1 (the TCR binds to the epitope). (2) The epitope is RLRAEAQVK. The TCR CDR3 sequence is CASSLNPVNTEAFF. Result: 1 (the TCR binds to the epitope). (3) The epitope is GILGFVFTL. The TCR CDR3 sequence is CASSSTGGTNTEAFF. Result: 1 (the TCR binds to the epitope). (4) The epitope is NLVPMVATV. The TCR CDR3 sequence is CSVERTSIYNEQFF. Result: 1 (the TCR binds to the epitope). (5) The epitope is ATDALMTGY. The TCR CDR3 sequence is CASSFLAGFTDTQYF. Result: 1 (the TCR binds to the epitope). (6) The epitope is HTDFSSEIIGY. The TCR CDR3 sequence is CASSYSPHRVVGQETYEQYF. Result: 0 (the TCR does not bind to the epitope). (7) The epitope is LLQTGIHVRVSQPSL. The TCR CDR3 sequence is CASSQGQGFNSPLHF. Result: 0 (the TCR does not bind to the epitope).